This data is from Full USPTO retrosynthesis dataset with 1.9M reactions from patents (1976-2016). The task is: Predict the reactants needed to synthesize the given product. (1) Given the product [F:1][C:2]1[CH:3]=[C:4]([CH:5]=[CH:6][C:7]=1[O:8][C:9]1[CH:14]=[N:13][C:12]([C:15]([F:17])([F:18])[F:16])=[N:11][CH:10]=1)[CH2:19][O:20][C:22]1[CH:23]=[C:24]2[N:31]([CH3:32])[C@@H:30]([CH3:33])[CH2:29][N:25]2[C:26](=[O:28])[N:27]=1, predict the reactants needed to synthesize it. The reactants are: [F:1][C:2]1[CH:3]=[C:4]([CH2:19][OH:20])[CH:5]=[CH:6][C:7]=1[O:8][C:9]1[CH:10]=[N:11][C:12]([C:15]([F:18])([F:17])[F:16])=[N:13][CH:14]=1.Cl[C:22]1[CH:23]=[C:24]2[N:31]([CH3:32])[C@@H:30]([CH3:33])[CH2:29][N:25]2[C:26](=[O:28])[N:27]=1. (2) Given the product [Br:19][CH2:1][C:2]1[CH:7]=[CH:6][C:5]([NH:8][C:9](=[O:14])[C:10]([F:13])([F:12])[F:11])=[CH:4][C:3]=1[C:15]([F:16])([F:17])[F:18], predict the reactants needed to synthesize it. The reactants are: [CH3:1][C:2]1[CH:7]=[CH:6][C:5]([NH:8][C:9](=[O:14])[C:10]([F:13])([F:12])[F:11])=[CH:4][C:3]=1[C:15]([F:18])([F:17])[F:16].[Br:19]N1C(=O)CCC1=O. (3) Given the product [CH2:44]([O:43][C:39]1[CH:38]=[C:37]([O:36][CH2:32][CH:33]([CH3:35])[CH3:34])[CH:42]=[CH:41][C:40]=1[C:15]([C:11]1[CH:12]=[C:13]2[C:8](=[CH:9][CH:10]=1)[N:7]([CH2:18][CH:19]([CH3:21])[CH3:20])[C:6]([C:4]([O:3][CH2:1][CH3:2])=[O:5])=[CH:14]2)=[O:17])[CH:45]([CH3:47])[CH3:46], predict the reactants needed to synthesize it. The reactants are: [CH2:1]([O:3][C:4]([C:6]1[N:7]([CH2:18][CH:19]([CH3:21])[CH3:20])[C:8]2[C:13]([CH:14]=1)=[CH:12][C:11]([C:15]([OH:17])=O)=[CH:10][CH:9]=2)=[O:5])[CH3:2].C(Cl)(=O)C(Cl)=O.[Cl-].[Al+3].[Cl-].[Cl-].[CH2:32]([O:36][C:37]1[CH:42]=[CH:41][CH:40]=[C:39]([O:43][CH2:44][CH:45]([CH3:47])[CH3:46])[CH:38]=1)[CH:33]([CH3:35])[CH3:34]. (4) Given the product [CH2:1]([O:3][C:17](=[O:18])[C:16]1[CH:20]=[C:12]([Cl:11])[CH:13]=[CH:14][C:15]=1[N+:21]([O-:23])=[O:22])[CH3:2], predict the reactants needed to synthesize it. The reactants are: [CH2:1]([OH:3])[CH3:2].C(N(CC)CC)C.[Cl:11][C:12]1[CH:13]=[CH:14][C:15]([N+:21]([O-:23])=[O:22])=[C:16]([CH:20]=1)[C:17](Cl)=[O:18].O. (5) Given the product [CH2:7]([O:6][CH2:5][CH2:4][NH2:1])[CH2:8][CH2:9][CH2:10][CH2:11][CH2:12][CH2:13][CH2:14][CH2:15][CH2:16][CH2:17][CH3:18], predict the reactants needed to synthesize it. The reactants are: [N:1]([CH2:4][CH2:5][O:6][CH2:7][CH2:8][CH2:9][CH2:10][CH2:11][CH2:12][CH2:13][CH2:14][CH2:15][CH2:16][CH2:17][CH3:18])=[N+]=[N-]. (6) Given the product [C:13]([C:11]1[CH:12]=[C:8]([NH2:7])[N:9]([C:17]2[CH:22]=[CH:21][CH:20]=[C:19]([N:23]3[CH2:24][CH2:25][O:26][CH2:27][CH2:28]3)[CH:18]=2)[N:10]=1)([CH3:16])([CH3:14])[CH3:15], predict the reactants needed to synthesize it. The reactants are: C(OC(=O)[NH:7][C:8]1[N:9]([C:17]2[CH:22]=[CH:21][CH:20]=[C:19]([N:23]3[CH2:28][CH2:27][O:26][CH2:25][CH2:24]3)[CH:18]=2)[N:10]=[C:11]([C:13]([CH3:16])([CH3:15])[CH3:14])[CH:12]=1)(C)(C)C.C(O)(C(F)(F)F)=O. (7) Given the product [O:18]=[S:2]1(=[O:1])[CH2:6][CH2:5][CH2:4][N:3]1[C:7]1[N:8]=[C:9]([CH3:17])[C:10]([C:11]([N:31]2[CH2:32][CH2:33][N:28]([C:21]3[C:20]([CH3:19])=[CH:25][C:24]([CH3:26])=[C:23]([CH3:27])[N:22]=3)[CH2:29][CH2:30]2)=[O:13])=[CH:15][CH:16]=1, predict the reactants needed to synthesize it. The reactants are: [O:1]=[S:2]1(=[O:18])[CH2:6][CH2:5][CH2:4][N:3]1[C:7]1[CH:16]=[CH:15][C:10]([C:11]([O:13]C)=O)=[C:9]([CH3:17])[N:8]=1.[CH3:19][C:20]1[C:21]([N:28]2[CH2:33][CH2:32][NH:31][CH2:30][CH2:29]2)=[N:22][C:23]([CH3:27])=[C:24]([CH3:26])[CH:25]=1. (8) The reactants are: [CH2:1]([O:8][C:9]1[CH:15]=[CH:14][C:12]([NH2:13])=[CH:11][CH:10]=1)[C:2]1[CH:7]=[CH:6][CH:5]=[CH:4][CH:3]=1.[C:16]([O:20][CH3:21])(=[O:19])[CH:17]=[CH2:18]. Given the product [CH2:1]([O:8][C:9]1[CH:10]=[CH:11][C:12]([NH:13][CH2:18][CH2:17][C:16]([O:20][CH3:21])=[O:19])=[CH:14][CH:15]=1)[C:2]1[CH:3]=[CH:4][CH:5]=[CH:6][CH:7]=1, predict the reactants needed to synthesize it. (9) Given the product [Br:25][CH:2]([C:18]1[CH:23]=[CH:22][CH:21]=[CH:20][CH:19]=1)[CH2:3][CH2:4][CH2:5][CH2:6][N:7]1[C:15](=[O:16])[C:14]2[C:9](=[CH:10][CH:11]=[CH:12][CH:13]=2)[C:8]1=[O:17], predict the reactants needed to synthesize it. The reactants are: O[CH:2]([C:18]1[CH:23]=[CH:22][CH:21]=[CH:20][CH:19]=1)[CH2:3][CH2:4][CH2:5][CH2:6][N:7]1[C:15](=[O:16])[C:14]2[C:9](=[CH:10][CH:11]=[CH:12][CH:13]=2)[C:8]1=[O:17].C(Br)(Br)(Br)[Br:25].C1(P(C2C=CC=CC=2)C2C=CC=CC=2)C=CC=CC=1. (10) Given the product [CH2:1]([O:8][C:9](=[O:28])[NH:10][C@H:11]1[CH2:16][CH2:15][C@H:14]([O:17][CH2:18][C:19]([C:31]2[C:30]([F:29])=[CH:35][CH:34]=[CH:33][C:32]=2[F:36])=[CH:20][C:21]2[CH:26]=[CH:25][CH:24]=[CH:23][CH:22]=2)[CH2:13][CH2:12]1)[C:2]1[CH:7]=[CH:6][CH:5]=[CH:4][CH:3]=1, predict the reactants needed to synthesize it. The reactants are: [CH2:1]([O:8][C:9](=[O:28])[NH:10][C@H:11]1[CH2:16][CH2:15][C@H:14]([O:17][CH2:18][C:19](Br)=[CH:20][C:21]2[CH:26]=[CH:25][CH:24]=[CH:23][CH:22]=2)[CH2:13][CH2:12]1)[C:2]1[CH:7]=[CH:6][CH:5]=[CH:4][CH:3]=1.[F:29][C:30]1[CH:35]=[CH:34][CH:33]=[C:32]([F:36])[C:31]=1[B-](F)(F)F.[K+].C(N(CC)CC)C.C(Cl)Cl.